This data is from Full USPTO retrosynthesis dataset with 1.9M reactions from patents (1976-2016). The task is: Predict the reactants needed to synthesize the given product. Given the product [CH2:9]([N:6]1[CH2:7][CH:8]=[C:3]([CH2:2][OH:1])[CH2:4][CH2:5]1)[C:10]1[CH:15]=[CH:14][CH:13]=[CH:12][CH:11]=1, predict the reactants needed to synthesize it. The reactants are: [OH:1][CH2:2][C:3]1[CH:8]=[CH:7][N:6]=[CH:5][CH:4]=1.[CH2:9](Br)[C:10]1[CH:15]=[CH:14][CH:13]=[CH:12][CH:11]=1.[BH4-].[Na+].